From a dataset of Full USPTO retrosynthesis dataset with 1.9M reactions from patents (1976-2016). Predict the reactants needed to synthesize the given product. (1) Given the product [CH3:4][C:5]1[C:6]2[O:28][CH2:27][CH2:26][C:7]=2[C:8]([N:11]2[CH2:12][CH2:13][N:14]([CH2:17][CH2:18][C@H:19]3[CH2:20][CH2:21][C@H:22]([NH:25][C:29](=[O:31])[CH3:30])[CH2:23][CH2:24]3)[CH2:15][CH2:16]2)=[N:9][CH:10]=1, predict the reactants needed to synthesize it. The reactants are: Cl.Cl.Cl.[CH3:4][C:5]1[C:6]2[O:28][CH2:27][CH2:26][C:7]=2[C:8]([N:11]2[CH2:16][CH2:15][N:14]([CH2:17][CH2:18][C@H:19]3[CH2:24][CH2:23][C@H:22]([NH2:25])[CH2:21][CH2:20]3)[CH2:13][CH2:12]2)=[N:9][CH:10]=1.[C:29](O)(=[O:31])[CH3:30]. (2) Given the product [NH2:15][C@H:16]([C:24]1[CH:29]=[CH:28][CH:27]=[CH:26][CH:25]=1)[CH2:17][C:18]([OH:20])=[O:19], predict the reactants needed to synthesize it. The reactants are: P([O-])([O-])([O-])=O.[K+].[K+].[K+].C1CCCCC1.[NH2:15][CH:16]([C:24]1[CH:29]=[CH:28][CH:27]=[CH:26][CH:25]=1)[CH2:17][C:18]([O:20]CCC)=[O:19]. (3) Given the product [CH2:19]([O:20][C:21]([C:23]1[CH:24]=[C:25]([C:30]2[C:35]([C:10]3[CH:11]=[C:12]([Cl:15])[CH:13]=[CH:14][C:9]=3[O:8][CH2:1][C:2]3[CH:7]=[CH:6][CH:5]=[CH:4][CH:3]=3)=[CH:34][CH:33]=[CH:32][CH:31]=2)[CH:26]=[C:27]([NH2:29])[CH:28]=1)=[O:22])[CH3:37], predict the reactants needed to synthesize it. The reactants are: [CH2:1]([O:8][C:9]1[CH:14]=[CH:13][C:12]([Cl:15])=[CH:11][C:10]=1B(O)O)[C:2]1[CH:7]=[CH:6][CH:5]=[CH:4][CH:3]=1.[CH3:19][O:20][C:21]([C:23]1[CH:24]=[C:25]([C:30]2[CH:35]=[CH:34][CH:33]=[CH:32][C:31]=2Br)[CH:26]=[C:27]([NH2:29])[CH:28]=1)=[O:22].[C:37](=O)([O-])[O-].[K+].[K+].C1(C)C=CC=CC=1.C(O)C. (4) The reactants are: [S:1]1[C:5]2[CH:6]=[C:7]([NH:10][C:11]3[N:16]=[CH:15][C:14]([C:17]4[S:18][C:19]([CH3:25])=[C:20]([C:22]([OH:24])=[O:23])[N:21]=4)=[C:13]([NH:26][CH:27]([CH3:29])[CH3:28])[CH:12]=3)[CH:8]=[CH:9][C:4]=2[N:3]=[CH:2]1.CN.CN(C(ON1N=N[C:42]2C=CC=N[C:41]1=2)=[N+](C)C)C.F[P-](F)(F)(F)(F)F.CCN(C(C)C)C(C)C. Given the product [S:1]1[C:5]2[CH:6]=[C:7]([NH:10][C:11]3[N:16]=[CH:15][C:14]([C:17]4[S:18][C:19]([CH3:25])=[C:20]([C:22]([O:24][CH2:41][CH3:42])=[O:23])[N:21]=4)=[C:13]([NH:26][CH:27]([CH3:29])[CH3:28])[CH:12]=3)[CH:8]=[CH:9][C:4]=2[N:3]=[CH:2]1, predict the reactants needed to synthesize it.